Dataset: Full USPTO retrosynthesis dataset with 1.9M reactions from patents (1976-2016). Task: Predict the reactants needed to synthesize the given product. (1) Given the product [F:1][C:2]1[CH:7]=[CH:6][C:5]([F:8])=[CH:4][C:3]=1[S:9]([NH:12][C:16]1[CH:21]=[CH:20][CH:19]=[C:18]([C:22]2[C:26]([C:27]3[CH:32]=[CH:31][N:30]=[CH:29][CH:28]=3)=[CH:25][N:24]([CH:33]([CH3:34])[CH3:35])[N:23]=2)[C:17]=1[F:36])(=[O:10])=[O:11], predict the reactants needed to synthesize it. The reactants are: [F:1][C:2]1[CH:7]=[CH:6][C:5]([F:8])=[CH:4][C:3]=1[S:9]([N:12]([C:16]1[CH:21]=[CH:20][CH:19]=[C:18]([C:22]2[C:26]([C:27]3[CH:32]=[CH:31][N:30]=[CH:29][CH:28]=3)=[CH:25][N:24]([CH:33]([CH3:35])[CH3:34])[N:23]=2)[C:17]=1[F:36])COC)(=[O:11])=[O:10]. (2) Given the product [O:2]1[CH2:6][CH2:5][CH:4]([CH2:7][NH:8][C:31]([C:28]2[CH:27]=[C:26]([CH2:25][CH2:24][CH2:23][C:18]3[CH:19]=[CH:20][CH:21]=[CH:22][C:17]=3[F:16])[O:30][N:29]=2)=[O:32])[CH2:3]1, predict the reactants needed to synthesize it. The reactants are: Cl.[O:2]1[CH2:6][CH2:5][CH:4]([CH2:7][NH2:8])[CH2:3]1.C(N(CC)CC)C.[F:16][C:17]1[CH:22]=[CH:21][CH:20]=[CH:19][C:18]=1[CH2:23][CH2:24][CH2:25][C:26]1[O:30][N:29]=[C:28]([C:31](O)=[O:32])[CH:27]=1.ON1C2C=CC=CC=2N=N1.Cl.C(N=C=NCCCN(C)C)C.Cl. (3) Given the product [CH3:28][O:27][C:12]1[CH:11]=[C:10]([CH2:9][O:7][C:1]2[CH:6]=[CH:5][CH:4]=[CH:3][CH:2]=2)[C:23]([N+:24]([O-:26])=[O:25])=[CH:22][C:13]=1[O:14][CH2:15][CH2:16][CH2:17][C:18]([O:20][CH3:21])=[O:19], predict the reactants needed to synthesize it. The reactants are: [C:1]1([OH:7])[CH:6]=[CH:5][CH:4]=[CH:3][CH:2]=1.Br[CH2:9][C:10]1[C:23]([N+:24]([O-:26])=[O:25])=[CH:22][C:13]([O:14][CH2:15][CH2:16][CH2:17][C:18]([O:20][CH3:21])=[O:19])=[C:12]([O:27][CH3:28])[CH:11]=1. (4) Given the product [Cl:26][C:27]1[N:32]=[N:31][C:30]([O:33][CH3:34])=[C:29]([NH:1][C:2]2[N:10]=[C:9]3[C:5]([N:6]([CH2:18][O:19][CH2:20][CH2:21][Si:22]([CH3:25])([CH3:24])[CH3:23])[C:7](=[O:17])[N:8]3[CH:11]3[CH2:12][CH2:13][O:14][CH2:15][CH2:16]3)=[CH:4][N:3]=2)[CH:28]=1, predict the reactants needed to synthesize it. The reactants are: [NH2:1][C:2]1[N:10]=[C:9]2[C:5]([N:6]([CH2:18][O:19][CH2:20][CH2:21][Si:22]([CH3:25])([CH3:24])[CH3:23])[C:7](=[O:17])[N:8]2[CH:11]2[CH2:16][CH2:15][O:14][CH2:13][CH2:12]2)=[CH:4][N:3]=1.[Cl:26][C:27]1[N:32]=[N:31][C:30]([O:33][CH3:34])=[C:29](I)[CH:28]=1.C(=O)([O-])[O-].[Cs+].[Cs+].CC1(C)C2C=CC=C(P(C3C=CC=CC=3)C3C=CC=CC=3)C=2OC2C1=CC=CC=2P(C1C=CC=CC=1)C1C=CC=CC=1. (5) Given the product [F:1][C:2]1[CH:7]=[CH:6][C:5]([S:12][C:13]2[CH:18]=[CH:17][CH:16]=[CH:15][CH:14]=2)=[C:4]([NH2:9])[CH:3]=1, predict the reactants needed to synthesize it. The reactants are: [F:1][C:2]1[CH:7]=[CH:6][C:5](O)=[C:4]([N+:9]([O-])=O)[CH:3]=1.[SH:12][C:13]1[CH:18]=[CH:17][C:16](O)=[CH:15][CH:14]=1.CC1C=CC(O)=C([N+]([O-])=O)C=1. (6) The reactants are: [OH:1][CH2:2][C:3]12[CH2:12][CH:7]3[CH2:8][CH:9]([CH2:11][CH:5]([CH2:6]3)[CH2:4]1)[CH2:10]2.[C:13](N1C=CN=C1)(N1C=CN=C1)=[O:14].Cl.[NH2:26][C@@H:27]([CH2:35][NH:36][C:37]([O:39][C:40]([CH3:43])([CH3:42])[CH3:41])=[O:38])[C:28]([O:30][C:31]([CH3:34])([CH3:33])[CH3:32])=[O:29].C(N(C(C)C)CC)(C)C. Given the product [C:3]12([CH2:2][O:1][C:13]([NH:26][C@@H:27]([CH2:35][NH:36][C:37]([O:39][C:40]([CH3:43])([CH3:42])[CH3:41])=[O:38])[C:28]([O:30][C:31]([CH3:33])([CH3:34])[CH3:32])=[O:29])=[O:14])[CH2:12][CH:7]3[CH2:6][CH:5]([CH2:11][CH:9]([CH2:8]3)[CH2:10]1)[CH2:4]2, predict the reactants needed to synthesize it. (7) Given the product [Br:1][C:2]1[CH:3]=[C:4]2[C:8](=[CH:9][CH:10]=1)[NH:7][C:6](=[O:11])[C:5]2([CH2:14][CH2:15][CH2:16][CH2:17][N:24]1[CH2:25][CH2:26][C:27]2[S:19][CH:20]=[CH:21][C:22]=2[CH2:23]1)[CH2:12][CH3:13], predict the reactants needed to synthesize it. The reactants are: [Br:1][C:2]1[CH:3]=[C:4]2[C:8](=[CH:9][CH:10]=1)[NH:7][C:6](=[O:11])[C:5]2([CH2:14][CH2:15][CH2:16][CH2:17]Cl)[CH2:12][CH3:13].[S:19]1[C:27]2[CH2:26][CH2:25][NH:24][CH2:23][C:22]=2[CH:21]=[CH:20]1.